Dataset: Forward reaction prediction with 1.9M reactions from USPTO patents (1976-2016). Task: Predict the product of the given reaction. (1) Given the reactants C[Si]([C:5]#[N:6])(C)C.[Br:7][C:8]1[CH:9]=[N+:10]([O-])[CH:11]=[CH:12][CH:13]=1.CN(C)C(Cl)=O.C([O-])([O-])=O.[K+].[K+], predict the reaction product. The product is: [Br:7][C:8]1[C:9]([C:5]#[N:6])=[N:10][CH:11]=[CH:12][CH:13]=1. (2) Given the reactants [C:1]1([CH3:16])[CH:6]=[C:5]([CH3:7])[CH:4]=[C:3]([CH3:8])[C:2]=1[C:9]1[C:10]([CH3:15])=[N:11][NH:12][C:13]=1[NH2:14].[C:17]([C:19](=[C:25](OCC)[CH3:26])[C:20]([O:22][CH2:23][CH3:24])=[O:21])#[N:18], predict the reaction product. The product is: [NH2:18][C:17]1[N:12]2[N:11]=[C:10]([CH3:15])[C:9]([C:2]3[C:3]([CH3:8])=[CH:4][C:5]([CH3:7])=[CH:6][C:1]=3[CH3:16])=[C:13]2[N:14]=[C:25]([CH3:26])[C:19]=1[C:20]([O:22][CH2:23][CH3:24])=[O:21]. (3) Given the reactants [NH2:1][C:2]1[CH:3]=[C:4]([CH:20]=[CH:21][CH:22]=1)[CH2:5][O:6][C:7]1[CH:12]=[CH:11][C:10]([C:13](=[O:15])[CH3:14])=[C:9]([OH:16])[C:8]=1[CH2:17][CH2:18][CH3:19].Br[C:24]1[CH:25]=[C:26]([CH:29]=[CH:30][CH:31]=1)[C:27]#[N:28].C(=O)([O-])[O-].[Cs+].[Cs+].C1OCCOCCOCCOCCOCCOC1.C1(P(C2C=CC=CC=2)C2C=CC3C(=CC=CC=3)C=2C2C3C(=CC=CC=3)C=CC=2P(C2C=CC=CC=2)C2C=CC=CC=2)C=CC=CC=1.C(O)(=O)CC(CC(O)=O)(C(O)=O)O, predict the reaction product. The product is: [C:13]([C:10]1[CH:11]=[CH:12][C:7]([O:6][CH2:5][C:4]2[CH:3]=[C:2]([NH:1][C:24]3[CH:25]=[C:26]([CH:29]=[CH:30][CH:31]=3)[C:27]#[N:28])[CH:22]=[CH:21][CH:20]=2)=[C:8]([CH2:17][CH2:18][CH3:19])[C:9]=1[OH:16])(=[O:15])[CH3:14]. (4) Given the reactants [OH:1][CH2:2][CH:3]([CH2:6][OH:7])[CH2:4][OH:5].[C:8](OC(=O)C)(=[O:10])[CH3:9], predict the reaction product. The product is: [C:8]([O:1][CH2:2][CH:3]([CH2:6][OH:7])[CH2:4][OH:5])(=[O:10])[CH3:9].